Dataset: Full USPTO retrosynthesis dataset with 1.9M reactions from patents (1976-2016). Task: Predict the reactants needed to synthesize the given product. (1) Given the product [CH:1]1([N:5]2[CH2:26][CH2:25][C:8]3([CH2:9][CH2:10][N:11]([C:14]4[CH:15]=[CH:16][C:17]([C:18]([OH:20])=[O:19])=[CH:23][CH:24]=4)[CH2:12][CH2:13]3)[CH2:7][CH2:6]2)[CH2:2][CH2:3][CH2:4]1, predict the reactants needed to synthesize it. The reactants are: [CH:1]1([N:5]2[CH2:26][CH2:25][C:8]3([CH2:13][CH2:12][N:11]([C:14]4[CH:24]=[CH:23][C:17]([C:18]([O:20]CC)=[O:19])=[CH:16][CH:15]=4)[CH2:10][CH2:9]3)[CH2:7][CH2:6]2)[CH2:4][CH2:3][CH2:2]1.[Li+].[OH-]. (2) Given the product [Cl:37][C:27]1[C:28]2[C:34]([F:35])=[CH:33][CH:32]=[C:31]([F:36])[C:29]=2[S:30][C:26]=1[C:24]([N:8]([CH2:7][C:6]1[CH:38]=[C:2]([C:49]2[CH:48]=[CH:47][C:46]([S:43]([CH2:41][CH3:42])(=[O:45])=[O:44])=[CH:51][CH:50]=2)[CH:3]=[CH:4][C:5]=1[O:39][CH3:40])[CH:9]1[CH2:10][CH2:11][CH:12]([N:15]([CH3:23])[C:16](=[O:22])[O:17][C:18]([CH3:20])([CH3:19])[CH3:21])[CH2:13][CH2:14]1)=[O:25], predict the reactants needed to synthesize it. The reactants are: Br[C:2]1[CH:3]=[CH:4][C:5]([O:39][CH3:40])=[C:6]([CH:38]=1)[CH2:7][N:8]([C:24]([C:26]1[S:30][C:29]2[C:31]([F:36])=[CH:32][CH:33]=[C:34]([F:35])[C:28]=2[C:27]=1[Cl:37])=[O:25])[CH:9]1[CH2:14][CH2:13][CH:12]([N:15]([CH3:23])[C:16](=[O:22])[O:17][C:18]([CH3:21])([CH3:20])[CH3:19])[CH2:11][CH2:10]1.[CH2:41]([S:43]([C:46]1[CH:51]=[CH:50][C:49](B(O)O)=[CH:48][CH:47]=1)(=[O:45])=[O:44])[CH3:42]. (3) Given the product [BrH:1].[Br:1][CH:6]([C:8]1[CH:9]=[C:10]([C:26]([N:28]([CH3:30])[CH3:29])=[O:27])[CH:11]=[C:12]2[C:17]=1[O:16][C:15]([N:18]1[CH2:23][CH2:22][O:21][C@H:20]([CH3:24])[CH2:19]1)=[CH:14][C:13]2=[O:25])[CH3:7], predict the reactants needed to synthesize it. The reactants are: [Br:1]P(Br)Br.O[CH:6]([C:8]1[CH:9]=[C:10]([C:26]([N:28]([CH3:30])[CH3:29])=[O:27])[CH:11]=[C:12]2[C:17]=1[O:16][C:15]([N:18]1[CH2:23][CH2:22][O:21][C@H:20]([CH3:24])[CH2:19]1)=[CH:14][C:13]2=[O:25])[CH3:7]. (4) Given the product [C:11]([C:15]1[CH:16]=[CH:17][C:18]([CH:19]=[C:7]([C:1]2[CH:6]=[CH:5][CH:4]=[CH:3][CH:2]=2)[C:8]([OH:10])=[O:9])=[CH:21][CH:22]=1)([CH3:14])([CH3:13])[CH3:12], predict the reactants needed to synthesize it. The reactants are: [C:1]1([CH2:7][C:8]([OH:10])=[O:9])[CH:6]=[CH:5][CH:4]=[CH:3][CH:2]=1.[C:11]([C:15]1[CH:22]=[CH:21][C:18]([CH:19]=O)=[CH:17][CH:16]=1)([CH3:14])([CH3:13])[CH3:12].C(OC(=O)C)(=O)C. (5) The reactants are: [OH:1][C:2]1[C:7]([NH:8][C:9](=[O:17])[C:10]2[CH:15]=[CH:14][CH:13]=[C:12]([CH3:16])[CH:11]=2)=[C:6](O)[N:5]=[C:4]([S:19][CH3:20])[N:3]=1.C(OCC)C. Given the product [CH3:20][S:19][C:4]1[N:3]=[C:2]([OH:1])[C:7]2[N:8]=[C:9]([C:10]3[CH:15]=[CH:14][CH:13]=[C:12]([CH3:16])[CH:11]=3)[O:17][C:6]=2[N:5]=1, predict the reactants needed to synthesize it. (6) Given the product [O:19]1[C:23]2[CH:24]=[CH:25][C:26]([CH2:28][N:29]3[CH2:34][CH2:33][CH:32]([NH:35][C:12]([C:8]4[O:9][C:10]5[C:5]([C:6](=[O:15])[CH:7]=4)=[CH:4][C:3]([F:16])=[C:2]([Br:1])[CH:11]=5)=[O:14])[CH2:31][CH2:30]3)=[CH:27][C:22]=2[O:21][CH2:20]1, predict the reactants needed to synthesize it. The reactants are: [Br:1][C:2]1[CH:11]=[C:10]2[C:5]([C:6](=[O:15])[CH:7]=[C:8]([C:12]([OH:14])=O)[O:9]2)=[CH:4][C:3]=1[F:16].Cl.Cl.[O:19]1[C:23]2[CH:24]=[CH:25][C:26]([CH2:28][N:29]3[CH2:34][CH2:33][CH:32]([NH2:35])[CH2:31][CH2:30]3)=[CH:27][C:22]=2[O:21][CH2:20]1.CCN=C=NCCCN(C)C.C1C=CC2N(O)N=NC=2C=1.CN1CCOCC1. (7) The reactants are: [Cl:1][C:2]1[N:7]=[CH:6][C:5]([CH2:8][OH:9])=[CH:4][N:3]=1.I[CH2:11][CH3:12].[H-].[Na+]. Given the product [Cl:1][C:2]1[N:7]=[CH:6][C:5]([CH2:8][O:9][CH2:11][CH3:12])=[CH:4][N:3]=1, predict the reactants needed to synthesize it. (8) Given the product [CH2:35]1[C:43]2[C:38](=[CH:39][C:40]([NH:44][C:45](=[O:72])[NH:46][C:47]3[CH:52]=[CH:51][C:50]([C:53]4[CH:61]=[C:60]5[C:56]([CH2:57][N:58]([C@@H:63]([CH:68]([CH3:69])[CH3:70])[C:64]([OH:66])=[O:65])[C:59]5=[O:62])=[CH:55][CH:54]=4)=[CH:49][C:48]=3[F:71])=[CH:41][CH:42]=2)[CH2:37][CH2:36]1, predict the reactants needed to synthesize it. The reactants are: ClC1C=CC=CC=1NC(=O)NC1C=CC(C2C=C3C(CN([C@@H](C(C)C)C(O)=O)C3=O)=CC=2)=NC=1.[CH2:35]1[C:43]2[C:38](=[CH:39][C:40]([NH:44][C:45](=[O:72])[NH:46][C:47]3[CH:52]=[CH:51][C:50]([C:53]4[CH:61]=[C:60]5[C:56]([CH2:57][N:58]([C@@H:63]([CH:68]([CH3:70])[CH3:69])[C:64]([O:66]C)=[O:65])[C:59]5=[O:62])=[CH:55][CH:54]=4)=[CH:49][C:48]=3[F:71])=[CH:41][CH:42]=2)[CH2:37][CH2:36]1. (9) Given the product [ClH:7].[CH:8]1([C:11]2[CH:12]=[CH:13][C:14](/[CH:17]=[C:18](\[NH:25][C:26](=[O:45])[C:27]3[CH:32]=[CH:31][C:30]([O:33][CH2:34][CH2:35][C:36]4[CH:41]=[CH:40][C:39]([N:42]([CH3:43])[CH3:44])=[CH:38][CH:37]=4)=[CH:29][CH:28]=3)/[C:19]([NH:21][CH2:22][CH2:23][OH:24])=[O:20])=[CH:15][CH:16]=2)[CH2:10][CH2:9]1, predict the reactants needed to synthesize it. The reactants are: C(OC(=O)C)C.[ClH:7].[CH:8]1([C:11]2[CH:16]=[CH:15][C:14](/[CH:17]=[C:18](\[NH:25][C:26](=[O:45])[C:27]3[CH:32]=[CH:31][C:30]([O:33][CH2:34][CH2:35][C:36]4[CH:41]=[CH:40][C:39]([N:42]([CH3:44])[CH3:43])=[CH:38][CH:37]=4)=[CH:29][CH:28]=3)/[C:19]([NH:21][CH2:22][CH2:23][OH:24])=[O:20])=[CH:13][CH:12]=2)[CH2:10][CH2:9]1. (10) The reactants are: C(N(C(C)C)CC)(C)C.CN(C(ON1N=NC2C=CC=CC1=2)=[N+](C)C)C.F[P-](F)(F)(F)(F)F.[CH3:34][CH:35]([OH:37])[CH3:36].[CH3:38][N:39]([CH3:59])[CH:40]1[CH2:45][CH2:44][N:43]([C:46](=[O:58])[CH2:47][CH2:48][C:49]2[N:50]([CH2:54][C:55](O)=[O:56])[CH:51]=[CH:52][N:53]=2)[CH2:42][CH2:41]1. Given the product [CH3:59][N:39]([CH3:38])[CH:40]1[CH2:45][CH2:44][N:43]([C:46](=[O:58])[CH2:47][CH2:48][C:49]2[N:50]([CH2:54][C:55]([O:37][CH:35]([CH3:36])[CH3:34])=[O:56])[CH:51]=[CH:52][N:53]=2)[CH2:42][CH2:41]1, predict the reactants needed to synthesize it.